This data is from Tox21: 12 toxicity assays (nuclear receptors and stress response pathways). The task is: Binary classification across 12 toxicity assays. (1) The drug is CC(=O)OCC(=O)[C@@]1(O)[C@H](C)C[C@H]2[C@@H]3CCC4=CC(=O)C=C[C@]4(C)[C@@]3(F)[C@@H](O)C[C@@]21C. It tested positive (active) for: NR-AR (Androgen Receptor agonist activity), and NR-AR-LBD (Androgen Receptor Ligand Binding Domain agonist). (2) The compound is C=CCOc1c(Br)cc(Br)cc1Br. It tested positive (active) for: NR-AhR (Aryl hydrocarbon Receptor agonist activity). (3) The drug is COC(=O)C[C@](O)(CCCC(C)(C)O)C(=O)O[C@@H]1C(OC)=CC23CCCN2CCc2cc4c(cc2[C@H]13)OCO4. It tested positive (active) for: NR-Aromatase (Aromatase enzyme inhibition), and SR-p53 (p53 tumor suppressor activation). (4) The molecule is CN1CCN(c2c(F)cc3c(=O)c(C(=O)O)cn4c3c2OCN4C)CC1. It tested positive (active) for: NR-ER (Estrogen Receptor agonist activity).